From a dataset of M1 muscarinic receptor agonist screen with 61,833 compounds. Binary Classification. Given a drug SMILES string, predict its activity (active/inactive) in a high-throughput screening assay against a specified biological target. (1) The drug is s1\c(n(c(c1)C)c1ccccc1)=C(\C(OC)=O)C#N. The result is 0 (inactive). (2) The compound is s1c2nc(SCC#N)n(CC3OCCC3)c(=O)c2c(c1C(OCC)=O)C. The result is 0 (inactive).